This data is from Catalyst prediction with 721,799 reactions and 888 catalyst types from USPTO. The task is: Predict which catalyst facilitates the given reaction. (1) Reactant: [CH2:1]([NH:10][S:11]([CH3:14])(=[O:13])=[O:12])[C:2]([C:4]1[CH:9]=[CH:8][CH:7]=[CH:6][CH:5]=1)=[O:3].IC.[C:17](=O)([O-])[O-].[K+].[K+]. Product: [CH3:17][N:10]([CH2:1][C:2]([C:4]1[CH:9]=[CH:8][CH:7]=[CH:6][CH:5]=1)=[O:3])[S:11]([CH3:14])(=[O:13])=[O:12]. The catalyst class is: 21. (2) Reactant: [CH3:1][C:2]1[CH:11]=[CH:10][C:9]2[C:4](=[CH:5][CH:6]=[CH:7][C:8]=2[C:12]([F:15])([F:14])[F:13])[N:3]=1.[Br:16]N1C(=O)CCC1=O.N(C(C)(C)C#N)=NC(C)(C)C#N. Product: [Br:16][CH2:1][C:2]1[CH:11]=[CH:10][C:9]2[C:4](=[CH:5][CH:6]=[CH:7][C:8]=2[C:12]([F:13])([F:15])[F:14])[N:3]=1. The catalyst class is: 53.